This data is from Full USPTO retrosynthesis dataset with 1.9M reactions from patents (1976-2016). The task is: Predict the reactants needed to synthesize the given product. Given the product [CH3:1][C:2]1([CH3:3])[C:4]([CH3:6])([CH3:5])[NH:13][C:14]1=[O:15], predict the reactants needed to synthesize it. The reactants are: [CH3:1][C:2](=[C:4]([CH3:6])[CH3:5])[CH3:3].[OH-].[Na+].ClS([N:13]=[C:14]=[O:15])(=O)=O.